Dataset: Forward reaction prediction with 1.9M reactions from USPTO patents (1976-2016). Task: Predict the product of the given reaction. (1) Given the reactants CO[C:3]([C:5]1[C:6]([OH:31])=[C:7]2[C:12](=[C:13]([C:15]#[N:16])[N:14]=1)[N:11]([CH2:17][C:18]1[CH:23]=[CH:22][CH:21]=[CH:20][CH:19]=1)[C:10](=[O:24])[C:9]([C:25]1[CH:30]=[CH:29][CH:28]=[CH:27][CH:26]=1)=[CH:8]2)=[O:4].Cl.[NH2:33][CH2:34][CH2:35][N:36]([CH3:41])[S:37]([CH3:40])(=[O:39])=[O:38].C[O-].[Na+], predict the reaction product. The product is: [CH3:40][S:37]([N:36]([CH3:41])[CH2:35][CH2:34][NH:33][C:3]([C:5]1[C:6]([OH:31])=[C:7]2[C:12](=[C:13]([C:15]#[N:16])[N:14]=1)[N:11]([CH2:17][C:18]1[CH:23]=[CH:22][CH:21]=[CH:20][CH:19]=1)[C:10](=[O:24])[C:9]([C:25]1[CH:30]=[CH:29][CH:28]=[CH:27][CH:26]=1)=[CH:8]2)=[O:4])(=[O:39])=[O:38]. (2) Given the reactants Cl[C:2]1[N:3]=[N:4][CH:5]=[C:6]([C:9]2[CH:14]=[CH:13][C:12]([Cl:15])=[CH:11][CH:10]=2)[C:7]=1[Cl:8].O.[NH2:17][NH2:18], predict the reaction product. The product is: [Cl:8][C:7]1[C:6]([C:9]2[CH:14]=[CH:13][C:12]([Cl:15])=[CH:11][CH:10]=2)=[CH:5][N:4]=[N:3][C:2]=1[NH:17][NH2:18]. (3) Given the reactants C(=O)([O-])[O-].[K+].[K+].CC(C)=O.[F:11][C:12]([F:21])([F:20])[C:13]1[CH:14]=[C:15]([OH:19])[CH:16]=[CH:17][CH:18]=1.Cl[CH2:23][C:24]([O:26][CH3:27])=[O:25], predict the reaction product. The product is: [F:11][C:12]([F:20])([F:21])[C:13]1[CH:14]=[C:15]([CH:16]=[CH:17][CH:18]=1)[O:19][CH2:23][C:24]([O:26][CH3:27])=[O:25]. (4) Given the reactants C1CCN2C(=NCCC2)CC1.[CH2:12]([O:14][C:15]([C:17]1[N:18]([CH3:40])[C:19]([CH2:38][CH3:39])=[C:20]([C:36]#[N:37])[C:21]=1[C:22]1[CH:27]=[CH:26][C:25]([O:28][C:29]2[CH:34]=[CH:33][CH:32]=[CH:31][C:30]=2[NH2:35])=[CH:24][CH:23]=1)=[O:16])[CH3:13].[CH:41]([S:44](Cl)(=[O:46])=[O:45])([CH3:43])[CH3:42].O, predict the reaction product. The product is: [CH2:12]([O:14][C:15]([C:17]1[N:18]([CH3:40])[C:19]([CH2:38][CH3:39])=[C:20]([C:36]#[N:37])[C:21]=1[C:22]1[CH:23]=[CH:24][C:25]([O:28][C:29]2[CH:34]=[CH:33][CH:32]=[CH:31][C:30]=2[NH:35][S:44]([CH:41]([CH3:43])[CH3:42])(=[O:46])=[O:45])=[CH:26][CH:27]=1)=[O:16])[CH3:13]. (5) Given the reactants [Cl:1][C:2]1[CH:3]=[CH:4][CH:5]=[C:6]2[C:11]=1[C:10]([O:12][C@H:13]1[CH2:17][CH2:16][N:15]([C:18]([O:20][C:21]([CH3:24])([CH3:23])[CH3:22])=[O:19])[CH2:14]1)=[N:9][C:8]([C:25]([NH:27][NH2:28])=[NH:26])=[CH:7]2.C1N=CN([C:34](N2C=NC=C2)=[O:35])C=1, predict the reaction product. The product is: [Cl:1][C:2]1[CH:3]=[CH:4][CH:5]=[C:6]2[C:11]=1[C:10]([O:12][C@H:13]1[CH2:17][CH2:16][N:15]([C:18]([O:20][C:21]([CH3:23])([CH3:24])[CH3:22])=[O:19])[CH2:14]1)=[N:9][C:8]([C:25]1[NH:26][C:34](=[O:35])[NH:28][N:27]=1)=[CH:7]2. (6) The product is: [CH3:1][N:2]([CH3:9])[CH2:3][CH2:4][CH2:5][C:6]([NH:64][S:61]([C:58]1[CH:57]=[CH:56][C:55]([N:54]2[C:50]([C:47]3[CH:48]=[CH:49][C:44]([CH3:43])=[CH:45][CH:46]=3)=[CH:51][C:52]([C:65]([F:66])([F:67])[F:68])=[N:53]2)=[CH:60][CH:59]=1)(=[O:63])=[O:62])=[O:7]. Given the reactants [CH3:1][N:2]([CH3:9])[CH2:3][CH2:4][CH2:5][C:6](O)=[O:7].CN(C(ON1N=NC2C=CC=CC1=2)=[N+](C)C)C.F[P-](F)(F)(F)(F)F.C(N(CC)C(C)C)(C)C.[CH3:43][C:44]1[CH:45]=[CH:46][C:47]([C:50]2[N:54]([C:55]3[CH:56]=[CH:57][C:58]([S:61]([NH2:64])(=[O:63])=[O:62])=[CH:59][CH:60]=3)[N:53]=[C:52]([C:65]([F:68])([F:67])[F:66])[CH:51]=2)=[CH:48][CH:49]=1, predict the reaction product. (7) Given the reactants [CH3:1][O:2][CH2:3][CH2:4][O:5][C:6]1[CH:7]=[C:8]2[C:20]([NH:21][C:22]3[CH:23]=[CH:24][CH:25]=[C:26]([C:28]#[CH:29])[CH:27]=3)=[N:19][CH:18]=[N:17][C:9]2=[CH:10][C:11]=1[O:12][CH2:13][CH2:14][O:15][CH3:16].C(OCC)C.[ClH:35].C(OCC)C, predict the reaction product. The product is: [CH3:1][O:2][CH2:3][CH2:4][O:5][C:6]1[CH:7]=[C:8]2[C:20]([NH:21][C:22]3[CH:23]=[CH:24][CH:25]=[C:26]([C:28]#[CH:29])[CH:27]=3)=[N:19][CH:18]=[N:17][C:9]2=[CH:10][C:11]=1[O:12][CH2:13][CH2:14][O:15][CH3:16].[ClH:35].